Dataset: Reaction yield outcomes from USPTO patents with 853,638 reactions. Task: Predict the reaction yield, written as a fraction of the theoretical maximum amount of product (1.0 means a 100% yield; for example, 0.34 means a 34% yield). (1) The reactants are [N+:1]([C:4]1[S:8][C:7]([C:9]([OH:11])=O)=[CH:6][CH:5]=1)([O-:3])=[O:2].[NH2:12][C:13]1[CH:14]=[N:15][CH:16]=[CH:17][C:18]=1[OH:19].C([O-])([O-])=O.[Na+].[Na+]. The catalyst is O=S(Cl)Cl.N1C=CC=CC=1.O. The product is [OH:19][C:18]1[CH:17]=[CH:16][N:15]=[CH:14][C:13]=1[NH:12][C:9]([C:7]1[S:8][C:4]([N+:1]([O-:3])=[O:2])=[CH:5][CH:6]=1)=[O:11]. The yield is 0.920. (2) The reactants are [NH2:1][C:2]1[CH:10]=[CH:9][C:5]([C:6]([OH:8])=[O:7])=[CH:4][C:3]=1[Cl:11].C(N(C(C)C)C(C)C)C.[C:21]([NH:38][CH2:39][C:40](Cl)=[O:41])([O:23][CH2:24][CH:25]1[C:37]2[C:32](=[CH:33][CH:34]=[CH:35][CH:36]=2)[C:31]2[C:26]1=[CH:27][CH:28]=[CH:29][CH:30]=2)=[O:22]. The catalyst is C1COCC1.C(Cl)Cl.C1COCC1. The product is [CH:27]1[C:26]2[CH:25]([CH2:24][O:23][C:21]([NH:38][CH2:39][C:40]([NH:1][C:2]3[CH:10]=[CH:9][C:5]([C:6]([OH:8])=[O:7])=[CH:4][C:3]=3[Cl:11])=[O:41])=[O:22])[C:37]3[C:32](=[CH:33][CH:34]=[CH:35][CH:36]=3)[C:31]=2[CH:30]=[CH:29][CH:28]=1. The yield is 0.750. (3) The yield is 0.280. The reactants are [Si](C=[N+]=[N-])(C)(C)[CH3:2].[NH2:8][C:9]1([C:25]([OH:27])=[O:26])[CH:18]2[CH2:19][N:20]([CH3:23])[CH2:21][CH2:22][CH:17]2[O:16][C:15]2[CH:14]=[CH:13][C:12]([Br:24])=[CH:11][C:10]1=2.C1COCC1. The product is [NH2:8][C:9]1([C:25]([O:27][CH3:2])=[O:26])[CH:18]2[CH2:19][N:20]([CH3:23])[CH2:21][CH2:22][CH:17]2[O:16][C:15]2[CH:14]=[CH:13][C:12]([Br:24])=[CH:11][C:10]1=2. The catalyst is CO. (4) The reactants are [F:1][C:2]1[CH:7]=[CH:6][CH:5]=[CH:4][C:3]=1[F:8].C([Li])CCCCC.[Cl:16][CH2:17][C:18](Cl)=[O:19]. The catalyst is [Cl-].[Zn+2].[Cl-].[Cu]Cl.C1COCC1. The product is [Cl:16][CH2:17][C:18]([C:4]1[CH:5]=[CH:6][CH:7]=[C:2]([F:1])[C:3]=1[F:8])=[O:19]. The yield is 0.710. (5) The reactants are [CH2:1]([OH:8])[C:2]1[CH:7]=[CH:6][CH:5]=[CH:4][CH:3]=1.Cl[S:10]([N:13]=[C:14]=[O:15])(=[O:12])=[O:11].[CH2:16]([NH2:21])[CH2:17][CH2:18][CH2:19][CH3:20].Cl. The catalyst is ClCCl.C(OCC)(=O)C.N1C=CC=CC=1. The product is [CH2:16]([NH:21][S:10]([NH:13][C:14](=[O:15])[O:8][CH2:1][C:2]1[CH:7]=[CH:6][CH:5]=[CH:4][CH:3]=1)(=[O:12])=[O:11])[CH2:17][CH2:18][CH2:19][CH3:20]. The yield is 0.960. (6) The reactants are [C:1]1([CH3:11])[CH:6]=[CH:5][C:4]([S:7](Cl)(=[O:9])=[O:8])=[CH:3][CH:2]=1.[CH3:12][C:13]([CH2:19][CH2:20][CH:21]=[C:22]([CH3:29])[CH2:23][CH2:24][CH:25]=[C:26]([CH3:28])[CH3:27])=[CH:14][CH2:15][CH2:16][CH2:17][OH:18].C(N(CC)CC)C.CN(C)CCCN. The catalyst is C(Cl)Cl.CCCCCC.Cl.CN(C)C. The product is [C:1]1([CH3:11])[CH:6]=[CH:5][C:4]([S:7]([O:18][CH2:17][CH2:16][CH2:15][CH:14]=[C:13]([CH3:12])[CH2:19][CH2:20][CH:21]=[C:22]([CH3:29])[CH2:23][CH2:24][CH:25]=[C:26]([CH3:28])[CH3:27])(=[O:9])=[O:8])=[CH:3][CH:2]=1. The yield is 0.960. (7) The reactants are [NH2:1][C:2]1[N:3]=[CH:4][C:5]([C:21]2[CH:22]=[N:23][N:24]([C@H:26]3[CH2:31][CH2:30][C@H:29]([O:32][Si](C(C)(C)C)(C)C)[CH2:28][CH2:27]3)[CH:25]=2)=[C:6]2[CH:10]=[C:9]([C:11]3[CH:19]=[C:18]4[C:14]([CH2:15][NH:16][C:17]4=[O:20])=[CH:13][CH:12]=3)[O:8][C:7]=12.[F-].C([N+](CCCC)(CCCC)CCCC)CCC.CCOC(C)=O. The catalyst is C1COCC1. The product is [NH2:1][C:2]1[N:3]=[CH:4][C:5]([C:21]2[CH:22]=[N:23][N:24]([C@H:26]3[CH2:27][CH2:28][C@H:29]([OH:32])[CH2:30][CH2:31]3)[CH:25]=2)=[C:6]2[CH:10]=[C:9]([C:11]3[CH:19]=[C:18]4[C:14]([CH2:15][NH:16][C:17]4=[O:20])=[CH:13][CH:12]=3)[O:8][C:7]=12. The yield is 0.0300.